Dataset: Reaction yield outcomes from USPTO patents with 853,638 reactions. Task: Predict the reaction yield, written as a fraction of the theoretical maximum amount of product (1.0 means a 100% yield; for example, 0.34 means a 34% yield). (1) The yield is 0.500. The product is [CH3:13][O:14][CH2:15][CH2:16][O:17][CH2:18][O:1][C:2]1[CH:9]=[CH:8][C:5]([CH:6]=[O:7])=[CH:4][CH:3]=1. The reactants are [OH:1][C:2]1[CH:9]=[CH:8][C:5]([CH:6]=[O:7])=[CH:4][CH:3]=1.[H-].[Na+].Cl[CH2:13][O:14][CH2:15][CH2:16][O:17][CH3:18]. The catalyst is C1COCC1. (2) The yield is 0.860. The product is [F:9][CH:8]([F:10])[N:6]1[CH:7]=[C:2]([B:20]2[O:21][C:22]([CH3:24])([CH3:23])[C:18]([CH3:34])([CH3:17])[O:19]2)[CH:3]=[CH:4][C:5]1=[O:11]. The catalyst is O1CCOCC1.CS(C)=O.C1C=CC(P(C2C=CC=CC=2)[C-]2C=CC=C2)=CC=1.C1C=CC(P(C2C=CC=CC=2)[C-]2C=CC=C2)=CC=1.Cl[Pd]Cl.[Fe+2]. The reactants are Br[C:2]1[CH:3]=[CH:4][C:5](=[O:11])[N:6]([CH:8]([F:10])[F:9])[CH:7]=1.C([O-])(=O)C.[K+].[CH3:17][C:18]1([CH3:34])[C:22]([CH3:24])([CH3:23])[O:21][B:20]([B:20]2[O:21][C:22]([CH3:24])([CH3:23])[C:18]([CH3:34])([CH3:17])[O:19]2)[O:19]1. (3) The reactants are [CH:1]([N:14]1[CH2:17][C:16](=[O:18])[CH2:15]1)([C:8]1[CH:13]=[CH:12][CH:11]=[CH:10][CH:9]=1)[C:2]1[CH:7]=[CH:6][CH:5]=[CH:4][CH:3]=1.[CH2:19]([Mg]Br)[CH3:20].C(=O)([O-])O.[Na+]. The catalyst is O1CCCC1. The product is [CH:1]([N:14]1[CH2:17][C:16]([CH2:19][CH3:20])([OH:18])[CH2:15]1)([C:8]1[CH:13]=[CH:12][CH:11]=[CH:10][CH:9]=1)[C:2]1[CH:3]=[CH:4][CH:5]=[CH:6][CH:7]=1. The yield is 0.600. (4) The reactants are [O:1]([C:8]1[CH:13]=[CH:12][C:11]([NH:14][C:15](=[S:17])[CH3:16])=[CH:10][CH:9]=1)[C:2]1[CH:7]=[CH:6][CH:5]=[CH:4][CH:3]=1.BrBr. The catalyst is C(Cl)Cl. The product is [CH3:16][C:15]1[S:17][C:10]2[CH:9]=[C:8]([O:1][C:2]3[CH:3]=[CH:4][CH:5]=[CH:6][CH:7]=3)[CH:13]=[CH:12][C:11]=2[N:14]=1. The yield is 0.103. (5) The reactants are [CH:1]1([C:4]2[C:9]([C:10]([F:13])([F:12])[F:11])=[C:8]([CH2:14][N:15]3C(=O)C4C(=CC=CC=4)C3=O)[CH:7]=[C:6]([C:26]3[CH:27]=[N:28][C:29]([C:32]([F:35])([F:34])[F:33])=[N:30][CH:31]=3)[N:5]=2)[CH2:3][CH2:2]1.O.NN. The catalyst is CO. The product is [CH:1]1([C:4]2[C:9]([C:10]([F:13])([F:11])[F:12])=[C:8]([CH2:14][NH2:15])[CH:7]=[C:6]([C:26]3[CH:27]=[N:28][C:29]([C:32]([F:34])([F:35])[F:33])=[N:30][CH:31]=3)[N:5]=2)[CH2:3][CH2:2]1. The yield is 0.860. (6) The reactants are Cl[CH2:2][CH2:3][O:4][C:5]1[CH:6]=[N:7][CH:8]=[CH:9][CH:10]=1.[CH3:11][NH2:12]. The catalyst is CO. The product is [CH3:11][NH:12][CH2:2][CH2:3][O:4][C:5]1[CH:6]=[N:7][CH:8]=[CH:9][CH:10]=1. The yield is 0.120. (7) The reactants are [Cl:1][C:2]1[C:3]([C:26]2[C:34]3[C:29](=[CH:30][CH:31]=[CH:32][CH:33]=3)[N:28](S(C3C=CC=CC=3)(=O)=O)[CH:27]=2)=[N:4][C:5]([NH:8][CH:9]2[CH2:14][CH2:13][N:12]([CH2:15][C:16]3[CH:21]=[CH:20][C:19]([NH:22][C:23](=[O:25])[CH3:24])=[CH:18][CH:17]=3)[CH2:11][CH2:10]2)=[N:6][CH:7]=1.[OH-].[Na+]. The catalyst is O1CCOCC1.CCO.CN(C=O)C. The product is [Cl:1][C:2]1[C:3]([C:26]2[C:34]3[C:29](=[CH:30][CH:31]=[CH:32][CH:33]=3)[NH:28][CH:27]=2)=[N:4][C:5]([NH:8][CH:9]2[CH2:10][CH2:11][N:12]([CH2:15][C:16]3[CH:21]=[CH:20][C:19]([NH:22][C:23](=[O:25])[CH3:24])=[CH:18][CH:17]=3)[CH2:13][CH2:14]2)=[N:6][CH:7]=1. The yield is 0.980. (8) The reactants are [OH:1][C:2]1[CH:9]=[CH:8][C:5]([CH:6]=[O:7])=[C:4]([O:10][CH3:11])[CH:3]=1.C(=O)([O-])[O-].[Cs+].[Cs+].[CH2:18](Br)[CH:19]1[O:23][CH2:22][CH2:21][CH2:20]1.O. The catalyst is CN1CCCC1=O. The product is [CH3:11][O:10][C:4]1[CH:3]=[C:2]([O:1][CH2:18][CH:19]2[CH2:20][CH2:21][CH2:22][O:23]2)[CH:9]=[CH:8][C:5]=1[CH:6]=[O:7]. The yield is 0.620. (9) The reactants are Cl.[NH2:2][CH2:3][C:4]1([C:17]([O:19][CH2:20][CH3:21])=[O:18])[CH2:9][CH2:8][N:7](C(OC(C)(C)C)=O)[CH2:6][CH2:5]1. The catalyst is O1CCOCC1. The product is [NH2:2][CH2:3][C:4]1([C:17]([O:19][CH2:20][CH3:21])=[O:18])[CH2:9][CH2:8][NH:7][CH2:6][CH2:5]1. The yield is 0.676.